From a dataset of CYP3A4 inhibition data for predicting drug metabolism from PubChem BioAssay. Regression/Classification. Given a drug SMILES string, predict its absorption, distribution, metabolism, or excretion properties. Task type varies by dataset: regression for continuous measurements (e.g., permeability, clearance, half-life) or binary classification for categorical outcomes (e.g., BBB penetration, CYP inhibition). Dataset: cyp3a4_veith. (1) The drug is Cc1cccc(CNc2cc(-c3ccccc3Cl)ncn2)c1. The result is 1 (inhibitor). (2) The drug is CCOc1cc(/C=N/NC(=O)COc2cccc(C)c2)ccc1OC(=O)c1cccs1. The result is 1 (inhibitor).